Dataset: Forward reaction prediction with 1.9M reactions from USPTO patents (1976-2016). Task: Predict the product of the given reaction. (1) Given the reactants [CH3:1][C:2]1[N:7]=[C:6]2[N:8]=[C:9]([C:11]3[CH:16]=[CH:15][CH:14]=[C:13]([N+:17]([O-])=O)[CH:12]=3)[O:10][C:5]2=[CH:4][CH:3]=1.CO.O.[SH-].[Na+], predict the reaction product. The product is: [CH3:1][C:2]1[N:7]=[C:6]2[N:8]=[C:9]([C:11]3[CH:12]=[C:13]([NH2:17])[CH:14]=[CH:15][CH:16]=3)[O:10][C:5]2=[CH:4][CH:3]=1. (2) Given the reactants C[O:2][C:3](=[O:42])[CH2:4][C:5]1[CH:10]=[CH:9][CH:8]=[C:7]([S:11]([CH3:41])(=[N:13][C:14]([C:16]2[CH:17]=[N:18][C:19]([NH2:40])=[C:20]([C:22]#[C:23][C:24]3[CH:29]=[CH:28][CH:27]=[C:26]([NH:30][C:31]([C:33]4[N:37]([CH3:38])[N:36]=[C:35]([CH3:39])[CH:34]=4)=[O:32])[CH:25]=3)[CH:21]=2)=[O:15])=[O:12])[CH:6]=1.[OH-].[Na+].Cl, predict the reaction product. The product is: [NH2:40][C:19]1[N:18]=[CH:17][C:16]([C:14]([N:13]=[S:11]([C:7]2[CH:6]=[C:5]([CH2:4][C:3]([OH:42])=[O:2])[CH:10]=[CH:9][CH:8]=2)([CH3:41])=[O:12])=[O:15])=[CH:21][C:20]=1[C:22]#[C:23][C:24]1[CH:29]=[CH:28][CH:27]=[C:26]([NH:30][C:31]([C:33]2[N:37]([CH3:38])[N:36]=[C:35]([CH3:39])[CH:34]=2)=[O:32])[CH:25]=1. (3) Given the reactants CS(O[CH2:6][CH2:7][N:8]1[C:12](=[O:13])[C:11]2[CH:14]=[C:15]([C:17]3[CH:22]=[CH:21][N:20]=[C:19]([NH:23][C:24]4[N:25]([CH3:29])[N:26]=[CH:27][CH:28]=4)[N:18]=3)[S:16][C:10]=2[C:9]1([CH3:31])[CH3:30])(=O)=O.[NH:32]1[CH2:37][CH2:36][S:35][CH2:34][CH2:33]1.C(N(CC)CC)C, predict the reaction product. The product is: [CH3:30][C:9]1([CH3:31])[C:10]2[S:16][C:15]([C:17]3[CH:22]=[CH:21][N:20]=[C:19]([NH:23][C:24]4[N:25]([CH3:29])[N:26]=[CH:27][CH:28]=4)[N:18]=3)=[CH:14][C:11]=2[C:12](=[O:13])[N:8]1[CH2:7][CH2:6][N:32]1[CH2:37][CH2:36][S:35][CH2:34][CH2:33]1. (4) Given the reactants [OH:1][NH:2][C:3]([C:5]1[CH:6]=[N:7][C:8]([CH2:11][N:12]=[N+]=[N-])=[CH:9][CH:10]=1)=[NH:4].C1COCC1.O.C1(P(C2C=CC=CC=2)C2C=CC=CC=2)C=CC=CC=1, predict the reaction product. The product is: [OH:1][NH:2][C:3]([C:5]1[CH:6]=[N:7][C:8]([CH2:11][NH2:12])=[CH:9][CH:10]=1)=[NH:4].